This data is from Full USPTO retrosynthesis dataset with 1.9M reactions from patents (1976-2016). The task is: Predict the reactants needed to synthesize the given product. Given the product [NH:16]1[C:24]2[C:19](=[N:20][CH:21]=[CH:22][CH:23]=2)[C:18]([N:25]2[CH2:30][CH2:29][CH:28]([NH:31][C:9](=[O:10])[O:11][C:12]([CH3:13])([CH3:14])[CH3:15])[CH2:27][CH2:26]2)=[CH:17]1, predict the reactants needed to synthesize it. The reactants are: [C:12]([O:11][C:9](O[C:9]([O:11][C:12]([CH3:15])([CH3:14])[CH3:13])=[O:10])=[O:10])([CH3:15])([CH3:14])[CH3:13].[NH:16]1[C:24]2[C:19](=[N:20][CH:21]=[CH:22][CH:23]=2)[C:18]([N:25]2[CH2:30][CH2:29][CH:28]([NH2:31])[CH2:27][CH2:26]2)=[CH:17]1.C(N(CC)CC)C.